This data is from NCI-60 drug combinations with 297,098 pairs across 59 cell lines. The task is: Regression. Given two drug SMILES strings and cell line genomic features, predict the synergy score measuring deviation from expected non-interaction effect. Drug 1: CCN(CC)CCNC(=O)C1=C(NC(=C1C)C=C2C3=C(C=CC(=C3)F)NC2=O)C. Drug 2: CC1C(C(CC(O1)OC2CC(CC3=C2C(=C4C(=C3O)C(=O)C5=CC=CC=C5C4=O)O)(C(=O)C)O)N)O. Cell line: COLO 205. Synergy scores: CSS=52.1, Synergy_ZIP=-0.766, Synergy_Bliss=-4.68, Synergy_Loewe=-12.4, Synergy_HSA=-1.86.